Predict the product of the given reaction. From a dataset of Forward reaction prediction with 1.9M reactions from USPTO patents (1976-2016). (1) The product is: [Cl:32][C:33]1[CH:34]=[CH:35][C:36]2[C:42]3[N:43]=[C:44]([NH:47][C:48]4[CH:53]=[CH:52][C:51]([C:54]#[CH:55])=[CH:50][CH:49]=4)[N:45]=[CH:46][C:41]=3[CH2:40][C:39](=[O:60])[NH:38][C:37]=2[CH:61]=1. Given the reactants ClC1C=CC2C3N=C(NC4C=CC(I)=CC=4)N=CC=3CC(=O)NC=2C=1.C([Si](C)(C)C)#C.[Cl:32][C:33]1[CH:34]=[CH:35][C:36]2[C:42]3[N:43]=[C:44]([NH:47][C:48]4[CH:53]=[CH:52][C:51]([C:54]#[C:55][Si](C)(C)C)=[CH:50][CH:49]=4)[N:45]=[CH:46][C:41]=3[CH2:40][C:39](=[O:60])[NH:38][C:37]=2[CH:61]=1, predict the reaction product. (2) Given the reactants [Br:1][C:2]1[CH:3]=[C:4]2[C:11]3([C:15](=[O:16])[N:14]([CH2:17][CH3:18])[C:13](SCC)=[N:12]3)[CH2:10][CH:9]([C:22]3[CH:27]=[CH:26][CH:25]=[CH:24][CH:23]=3)[O:8][C:5]2=[CH:6][CH:7]=1.[NH4+:28].[I-], predict the reaction product. The product is: [NH2:28][C:13]1[N:14]([CH2:17][CH3:18])[C:15](=[O:16])[C:11]2([C:4]3[C:5](=[CH:6][CH:7]=[C:2]([Br:1])[CH:3]=3)[O:8][CH:9]([C:22]3[CH:27]=[CH:26][CH:25]=[CH:24][CH:23]=3)[CH2:10]2)[N:12]=1. (3) Given the reactants [Cl-].[Al+3].[Cl-].[Cl-].[CH2:5]([C:7]1[CH:12]=[CH:11][C:10]([O:13]C)=[CH:9][CH:8]=1)[CH3:6].[CH:15]1([C:21](Cl)=[O:22])[CH2:20][CH2:19][CH2:18][CH2:17][CH2:16]1, predict the reaction product. The product is: [CH:15]1([C:21]([C:9]2[CH:8]=[C:7]([CH2:5][CH3:6])[CH:12]=[CH:11][C:10]=2[OH:13])=[O:22])[CH2:20][CH2:19][CH2:18][CH2:17][CH2:16]1. (4) Given the reactants [CH3:1][C:2]1([CH3:19])[CH2:14][C:13]2=[N:15][NH:16][C:17](=[O:18])[C:10]3[C:11]4[C:12]2=[C:4]([NH:5][C:6]=4[CH:7]=[CH:8][CH:9]=3)[CH2:3]1.Cl[CH2:21][CH:22]1[CH2:24][O:23]1.CN(C)CCN1C2CC(C)(C)CC3=NNC(=O)C4C(C=23)=C1C=CC=4, predict the reaction product. The product is: [CH3:1][C:2]1([CH3:19])[CH2:14][C:13]2=[N:15][NH:16][C:17](=[O:18])[C:10]3[C:11]4[C:12]2=[C:4]([N:5]([CH2:21][CH:22]2[CH2:24][O:23]2)[C:6]=4[CH:7]=[CH:8][CH:9]=3)[CH2:3]1. (5) Given the reactants [C:1]([O:5][C:6](=[O:36])[CH:7]=[C:8]([NH2:35])[C:9]1(SC2C=CC(Cl)=CC=2)[CH2:16][C:15]2[C:10]1=[CH:11][C:12]([O:19][CH2:20][C:21]1[CH:26]=[CH:25][CH:24]=[CH:23][CH:22]=1)=[C:13]([O:17][CH3:18])[CH:14]=2)([CH3:4])([CH3:3])[CH3:2], predict the reaction product. The product is: [C:1]([O:5][C:6]([C:7]1[C:8]([NH2:35])=[CH:9][C:10]2[C:15](=[CH:14][C:13]([O:17][CH3:18])=[C:12]([O:19][CH2:20][C:21]3[CH:26]=[CH:25][CH:24]=[CH:23][CH:22]=3)[CH:11]=2)[CH:16]=1)=[O:36])([CH3:3])([CH3:4])[CH3:2]. (6) Given the reactants CS([C:4]1[N:9]=[CH:8][C:7]2=[CH:10][CH:11]=[C:12]([C:13]3[CH:14]=[N:15][C:16]([O:19][CH3:20])=[CH:17][CH:18]=3)[N:6]2[N:5]=1)=O.[NH2:21][C:22]1[CH:31]=[CH:30][C:25]2[NH:26][C:27](=[O:29])[NH:28][C:24]=2[CH:23]=1, predict the reaction product. The product is: [CH3:20][O:19][C:16]1[N:15]=[CH:14][C:13]([C:12]2[N:6]3[C:7]([CH:8]=[N:9][C:4]([NH:21][C:22]4[CH:31]=[CH:30][C:25]5[NH:26][C:27](=[O:29])[NH:28][C:24]=5[CH:23]=4)=[N:5]3)=[CH:10][CH:11]=2)=[CH:18][CH:17]=1.